From a dataset of Peptide-MHC class II binding affinity with 134,281 pairs from IEDB. Regression. Given a peptide amino acid sequence and an MHC pseudo amino acid sequence, predict their binding affinity value. This is MHC class II binding data. (1) The peptide sequence is NALSMMPEAMTIVML. The MHC is DRB5_0101 with pseudo-sequence DRB5_0101. The binding affinity (normalized) is 0.567. (2) The peptide sequence is RRRVMIQSSGGKLRL. The MHC is DRB1_1302 with pseudo-sequence DRB1_1302. The binding affinity (normalized) is 0.597. (3) The MHC is DRB1_0404 with pseudo-sequence DRB1_0404. The binding affinity (normalized) is 0.647. The peptide sequence is TCEICALKPKIIYCN. (4) The peptide sequence is IDLNVLLSAAINFFL. The MHC is DRB3_0101 with pseudo-sequence DRB3_0101. The binding affinity (normalized) is 0.448.